Dataset: Peptide-MHC class I binding affinity with 185,985 pairs from IEDB/IMGT. Task: Regression. Given a peptide amino acid sequence and an MHC pseudo amino acid sequence, predict their binding affinity value. This is MHC class I binding data. (1) The peptide sequence is WCSQTDYQYL. The MHC is HLA-A01:01 with pseudo-sequence HLA-A01:01. The binding affinity (normalized) is 0.124. (2) The peptide sequence is QWFVGLSPTV. The MHC is Patr-A0901 with pseudo-sequence Patr-A0901. The binding affinity (normalized) is 0.824. (3) The peptide sequence is TKDTNDNNL. The MHC is HLA-A29:02 with pseudo-sequence HLA-A29:02. The binding affinity (normalized) is 0.0847. (4) The peptide sequence is ASPISSIFSR. The MHC is HLA-A31:01 with pseudo-sequence HLA-A31:01. The binding affinity (normalized) is 0.677.